From a dataset of Reaction yield outcomes from USPTO patents with 853,638 reactions. Predict the reaction yield, written as a fraction of the theoretical maximum amount of product (1.0 means a 100% yield; for example, 0.34 means a 34% yield). (1) The reactants are [OH:1][C:2]1[C:9]([CH2:10][N:11]2[CH2:16][CH2:15][O:14][CH2:13][CH2:12]2)=[CH:8][C:7]([O:17][CH3:18])=[CH:6][C:3]=1[CH:4]=O.CC1(C)O[C:25](=[O:26])[CH2:24][C:22](=[O:23])[O:21]1. The catalyst is O. The product is [N:11]1([CH2:10][C:9]2[CH:8]=[C:7]([O:17][CH3:18])[CH:6]=[C:3]3[C:2]=2[O:1][C:25](=[O:26])[C:24]([C:22]([OH:23])=[O:21])=[CH:4]3)[CH2:16][CH2:15][O:14][CH2:13][CH2:12]1. The yield is 0.850. (2) The reactants are [CH3:1][O:2][C:3]([C@@:5]12[CH2:23][C@H:22]1[CH:21]=[CH:20][CH2:19][CH2:18][CH2:17][CH2:16][N:15]([CH3:24])[C:14](=[O:25])[N:13]1[C@@H:8]([CH2:9][C@H:10]([OH:26])[CH2:11][CH2:12]1)[C:7](=[O:27])[NH:6]2)=[O:4].[CH3:28][O:29][C:30]1[C:39]([CH3:40])=[C:38]2[C:33]([C:34](O)=[CH:35][C:36]([C:41]3[S:42][CH:43]=[C:44]([C:46]#[CH:47])[N:45]=3)=[N:37]2)=[CH:32][CH:31]=1.C1(P(C2C=CC=CC=2)C2C=CC=CC=2)C=CC=CC=1.CC(OC(/N=N/C(OC(C)C)=O)=O)C. The catalyst is C1COCC1. The product is [CH3:1][O:2][C:3]([C@@:5]12[CH2:23][C@H:22]1[CH:21]=[CH:20][CH2:19][CH2:18][CH2:17][CH2:16][N:15]([CH3:24])[C:14](=[O:25])[N:13]1[C@@H:8]([CH2:9][C@H:10]([O:26][C:34]3[C:33]4[C:38](=[C:39]([CH3:40])[C:30]([O:29][CH3:28])=[CH:31][CH:32]=4)[N:37]=[C:36]([C:41]4[S:42][CH:43]=[C:44]([C:46]#[CH:47])[N:45]=4)[CH:35]=3)[CH2:11][CH2:12]1)[C:7](=[O:27])[NH:6]2)=[O:4]. The yield is 0.420. (3) The reactants are [Cl-].O[NH3+:3].[C:4](=[O:7])([O-])[OH:5].[Na+].CS(C)=O.[Cl:13][C:14]1[CH:15]=[C:16]([N:24]2[C:29](=[O:30])[C:28]([CH2:31][C:32]3[CH:37]=[CH:36][C:35]([C:38]4[C:39]([C:44]#[N:45])=[CH:40][CH:41]=[CH:42][CH:43]=4)=[CH:34][CH:33]=3)=[C:27]([CH2:46][CH2:47][CH3:48])[N:26]=[C:25]2[CH3:49])[CH:17]=[CH:18][C:19]=1[O:20][CH:21]([CH3:23])[CH3:22]. The catalyst is O.C(OCC)(=O)C. The product is [Cl:13][C:14]1[CH:15]=[C:16]([N:24]2[C:29](=[O:30])[C:28]([CH2:31][C:32]3[CH:37]=[CH:36][C:35]([C:38]4[CH:43]=[CH:42][CH:41]=[CH:40][C:39]=4[C:44]4[NH:3][C:4](=[O:7])[O:5][N:45]=4)=[CH:34][CH:33]=3)=[C:27]([CH2:46][CH2:47][CH3:48])[N:26]=[C:25]2[CH3:49])[CH:17]=[CH:18][C:19]=1[O:20][CH:21]([CH3:23])[CH3:22]. The yield is 0.570. (4) The reactants are C[O:2][C:3]([C:5]1[CH:6]=[C:7]([F:24])[CH:8]=[C:9]2[C:14]=1[NH:13][CH:12]([C:15]1[CH:20]=[CH:19][CH:18]=[C:17](Br)[CH:16]=1)[CH2:11][C:10]2([CH3:23])[CH3:22])=[O:4].[NH:25]1[CH2:30][CH2:29][O:28][CH2:27][CH2:26]1.Cl.CN(C)CC(O)=O.C(=O)([O-])[O-].[K+].[K+]. The catalyst is CS(C)=O.[Cu]I. The product is [F:24][C:7]1[CH:8]=[C:9]2[C:14](=[C:5]([C:3]([OH:2])=[O:4])[CH:6]=1)[NH:13][CH:12]([C:15]1[CH:20]=[CH:19][CH:18]=[C:17]([N:25]3[CH2:30][CH2:29][O:28][CH2:27][CH2:26]3)[CH:16]=1)[CH2:11][C:10]2([CH3:23])[CH3:22]. The yield is 0.610. (5) The reactants are [CH3:1][C@@H:2]1[CH2:6][NH:5][CH2:4][C@@H:3]1[C:7]1[N:11]2[C:12]3[CH:18]=[CH:17][N:16]([S:19]([C:22]4[CH:28]=[CH:27][C:25]([CH3:26])=[CH:24][CH:23]=4)(=[O:21])=[O:20])[C:13]=3[N:14]=[CH:15][C:10]2=[N:9][CH:8]=1.[C:29](Cl)(Cl)=[O:30].C1(C)C=CC=CC=1.[NH:40]1[CH2:45][CH2:44][O:43][CH2:42][CH2:41]1. The catalyst is C1COCC1. The product is [CH3:1][C@H:2]1[C@@H:3]([C:7]2[N:11]3[C:12]4[CH:18]=[CH:17][N:16]([S:19]([C:22]5[CH:23]=[CH:24][C:25]([CH3:26])=[CH:27][CH:28]=5)(=[O:21])=[O:20])[C:13]=4[N:14]=[CH:15][C:10]3=[N:9][CH:8]=2)[CH2:4][N:5]([C:29]([N:40]2[CH2:45][CH2:44][O:43][CH2:42][CH2:41]2)=[O:30])[CH2:6]1. The yield is 0.700. (6) The reactants are [CH:1]([N:4]1[C:13]2[CH:14]=[C:15]([O:18][CH2:19][C@@H:20]([NH:25]C(=O)OC(C)(C)C)[CH2:21][CH:22]([CH3:24])[CH3:23])[CH:16]=[CH:17][C:12]=2[C:11]2[C:6](=[CH:7][N:8]=[CH:9][CH:10]=2)[C:5]1=[O:33])([CH3:3])[CH3:2].Cl.C(OCC)C. The catalyst is ClCCl. The product is [NH2:25][C@@H:20]([CH2:21][CH:22]([CH3:24])[CH3:23])[CH2:19][O:18][C:15]1[CH:16]=[CH:17][C:12]2[C:11]3[C:6](=[CH:7][N:8]=[CH:9][CH:10]=3)[C:5](=[O:33])[N:4]([CH:1]([CH3:2])[CH3:3])[C:13]=2[CH:14]=1. The yield is 0.360. (7) The reactants are Cl.[Cl:2][CH2:3][CH2:4][C:5]([NH2:8])([CH3:7])[CH3:6].[OH-].[Na+].[Cl:11][C:12]1[CH:19]=[CH:18][CH:17]=[C:16]([Cl:20])[C:13]=1[CH:14]=O. The catalyst is C(Cl)Cl. The product is [Cl:2][CH2:3][CH2:4][C:5]([N:8]=[CH:14][C:13]1[C:12]([Cl:11])=[CH:19][CH:18]=[CH:17][C:16]=1[Cl:20])([CH3:7])[CH3:6]. The yield is 0.990.